This data is from Full USPTO retrosynthesis dataset with 1.9M reactions from patents (1976-2016). The task is: Predict the reactants needed to synthesize the given product. (1) The reactants are: [Cl:1][C:2]1[C:3](=[O:21])[N:4]([C:9]2[CH:13]=[C:12]([C:14]([CH3:19])([CH3:18])[CH2:15][CH:16]=[CH2:17])[N:11]([CH3:20])[N:10]=2)[C:5](=[O:8])[C:6]=1[CH3:7].[BH4-].[Na+].CC(C)=O. Given the product [Cl:1][C:2]1[CH:3]([OH:21])[N:4]([C:9]2[CH:13]=[C:12]([C:14]([CH3:19])([CH3:18])[CH2:15][CH:16]=[CH2:17])[N:11]([CH3:20])[N:10]=2)[C:5](=[O:8])[C:6]=1[CH3:7], predict the reactants needed to synthesize it. (2) Given the product [CH2:22]([O:1][C:2]1[CH:3]=[C:4]([CH2:9][C:10]([O:12][CH3:13])=[O:11])[CH:5]=[C:6]([OH:8])[CH:7]=1)[C:23]1[CH:28]=[CH:27][CH:26]=[CH:25][CH:24]=1, predict the reactants needed to synthesize it. The reactants are: [OH:1][C:2]1[CH:3]=[C:4]([CH2:9][C:10]([O:12][CH3:13])=[O:11])[CH:5]=[C:6]([OH:8])[CH:7]=1.C(=O)([O-])[O-].[K+].[K+].[I-].[K+].[CH2:22](Br)[C:23]1[CH:28]=[CH:27][CH:26]=[CH:25][CH:24]=1.